From a dataset of Catalyst prediction with 721,799 reactions and 888 catalyst types from USPTO. Predict which catalyst facilitates the given reaction. (1) Reactant: [Li]N([Si](C)(C)C)[Si](C)(C)C.[N:11]1[CH:16]=[CH:15][C:14]([CH2:17][C:18]([O:20][CH2:21][CH3:22])=[O:19])=[CH:13][CH:12]=1.[CH3:23]I. Product: [N:11]1[CH:16]=[CH:15][C:14]([CH:17]([CH3:23])[C:18]([O:20][CH2:21][CH3:22])=[O:19])=[CH:13][CH:12]=1. The catalyst class is: 1. (2) Reactant: [CH2:1]([OH:5])[CH2:2][C:3]#[CH:4].N1C=CN=C1.[CH3:11][C:12]([Si:15](Cl)([CH3:17])[CH3:16])([CH3:14])[CH3:13]. Product: [CH2:1]([O:5][Si:15]([C:12]([CH3:14])([CH3:13])[CH3:11])([CH3:17])[CH3:16])[CH2:2][C:3]#[CH:4]. The catalyst class is: 1. (3) Reactant: [C:1]([O:5][C:6]([N:8]1[CH2:14][CH2:13][CH2:12][N:11]([C:15]2[N:20]=[C:19]3[NH:21][C:22]([C:24]([C:26]4[CH:31]=[CH:30][N:29]=[C:28](Br)[CH:27]=4)=[O:25])=[N:23][C:18]3=[CH:17][CH:16]=2)[CH2:10][CH2:9]1)=[O:7])([CH3:4])([CH3:3])[CH3:2].[CH2:33]1[C:42]2[C:37](=[CH:38][CH:39]=[CH:40][CH:41]=2)[CH:36]=[CH:35][N:34]1B(O)O.[O-]P([O-])([O-])=O.[K+].[K+].[K+].O1CCOCC1. Product: [C:1]([O:5][C:6]([N:8]1[CH2:14][CH2:13][CH2:12][N:11]([C:15]2[N:20]=[C:19]3[NH:21][C:22]([C:24]([C:26]4[CH:31]=[CH:30][N:29]=[C:28]([C:36]5[C:37]6[C:42](=[CH:41][CH:40]=[CH:39][CH:38]=6)[CH:33]=[N:34][CH:35]=5)[CH:27]=4)=[O:25])=[N:23][C:18]3=[CH:17][CH:16]=2)[CH2:10][CH2:9]1)=[O:7])([CH3:4])([CH3:3])[CH3:2]. The catalyst class is: 6. (4) Reactant: [N:1]1([C:6]2[CH:7]=[C:8]([CH2:12][OH:13])[CH:9]=[CH:10][CH:11]=2)[CH:5]=[CH:4][N:3]=[N:2]1. Product: [N:1]1([C:6]2[CH:7]=[C:8]([CH:9]=[CH:10][CH:11]=2)[CH:12]=[O:13])[CH:5]=[CH:4][N:3]=[N:2]1. The catalyst class is: 177.